Dataset: Full USPTO retrosynthesis dataset with 1.9M reactions from patents (1976-2016). Task: Predict the reactants needed to synthesize the given product. (1) Given the product [CH3:1][C:2]1[C:6]([C:7]([OH:9])=[O:8])=[C:5]([C:11]2[CH:16]=[CH:15][CH:14]=[C:13]([CH3:17])[CH:12]=2)[O:4][N:3]=1, predict the reactants needed to synthesize it. The reactants are: [CH3:1][C:2]1[C:6]([C:7]([O:9]C)=[O:8])=[C:5]([C:11]2[CH:16]=[CH:15][CH:14]=[C:13]([CH3:17])[CH:12]=2)[O:4][N:3]=1. (2) Given the product [CH3:5][C:3]([C:6]1[CH:10]=[C:9]([NH:11][C:12]([C@@H:14]2[CH2:18][CH2:17][CH2:16][N:15]2[CH:19]2[CH2:20][CH2:21][O:22][CH2:23][CH2:24]2)=[O:13])[O:8][N:7]=1)([CH3:4])[CH:2]=[O:1], predict the reactants needed to synthesize it. The reactants are: [OH:1][CH2:2][C:3]([C:6]1[CH:10]=[C:9]([NH:11][C:12]([C@@H:14]2[CH2:18][CH2:17][CH2:16][N:15]2[CH:19]2[CH2:24][CH2:23][O:22][CH2:21][CH2:20]2)=[O:13])[O:8][N:7]=1)([CH3:5])[CH3:4].CC(OI1(OC(C)=O)(OC(C)=O)OC(=O)C2C1=CC=CC=2)=O. (3) Given the product [C:3]([C:5]1[CH:10]=[CH:9][CH:8]=[CH:7][C:6]=1[O:11][C:20]1[CH:19]=[C:18]([CH:23]=[CH:22][N:21]=1)[C:17]([NH:16][CH2:15][C:14]1[CH:26]=[CH:27][C:28]([Cl:30])=[CH:29][C:13]=1[Cl:12])=[O:25])#[N:4], predict the reactants needed to synthesize it. The reactants are: [H-].[Na+].[C:3]([C:5]1[CH:10]=[CH:9][CH:8]=[CH:7][C:6]=1[OH:11])#[N:4].[Cl:12][C:13]1[CH:29]=[C:28]([Cl:30])[CH:27]=[CH:26][C:14]=1[CH2:15][NH:16][C:17](=[O:25])[C:18]1[CH:23]=[CH:22][N:21]=[C:20](F)[CH:19]=1. (4) Given the product [F:1][C:2]1[CH:3]=[C:4]([O:8][CH2:12][CH2:11][CH2:10][Br:9])[CH:5]=[CH:6][CH:7]=1, predict the reactants needed to synthesize it. The reactants are: [F:1][C:2]1[CH:3]=[C:4]([OH:8])[CH:5]=[CH:6][CH:7]=1.[Br:9][CH2:10][CH2:11][CH2:12]Br.C([O-])([O-])=O.[Cs+].[Cs+]. (5) The reactants are: [CH3:1][S:2]([NH:5][C:6]1[CH:21]=[CH:20][C:9]2[NH:10][C:11]([CH2:16][C:17]([OH:19])=O)=[N:12][S:13](=[O:15])(=[O:14])[C:8]=2[CH:7]=1)(=[O:4])=[O:3].[CH2:22]([O:24][C:25]([CH:27]1[CH2:32][CH2:31][CH2:30][CH2:29][N:28]1[NH:33][CH2:34][C:35]1[CH:40]=[CH:39][C:38]([F:41])=[CH:37][CH:36]=1)=[O:26])[CH3:23].C1(N=C=NC2CCCCC2)CCCCC1.ClCCl. Given the product [CH2:22]([O:24][C:25]([CH:27]1[CH2:32][CH2:31][CH2:30][CH2:29][N:28]1[N:33]([CH2:34][C:35]1[CH:40]=[CH:39][C:38]([F:41])=[CH:37][CH:36]=1)[C:17](=[O:19])[CH2:16][C:11]1[NH:10][C:9]2[CH:20]=[CH:21][C:6]([NH:5][S:2]([CH3:1])(=[O:3])=[O:4])=[CH:7][C:8]=2[S:13](=[O:14])(=[O:15])[N:12]=1)=[O:26])[CH3:23], predict the reactants needed to synthesize it. (6) Given the product [I:11][C:7]1[C:8]([OH:10])=[C:9]2[S:1][CH:2]=[CH:3][C:4]2=[N:5][CH:6]=1, predict the reactants needed to synthesize it. The reactants are: [S:1]1[C:9]2[C:4](=[N:5][CH:6]=[CH:7][C:8]=2[OH:10])[CH:3]=[CH:2]1.[I:11]N1C(=O)CCC1=O. (7) Given the product [CH2:1]=[CH:2][C:3]1[CH:8]=[CH:7][CH:6]=[CH:5][CH:4]=1.[C:9]([O:14][CH3:15])(=[O:13])[C:10]([CH3:12])=[CH2:11], predict the reactants needed to synthesize it. The reactants are: [CH2:1]=[CH:2][C:3]1[CH:8]=[CH:7][CH:6]=[CH:5][CH:4]=1.[C:9]([O:14][CH3:15])(=[O:13])[C:10]([CH3:12])=[CH2:11].C(OOC(=O)C1C=CC=CC=1)(=O)C1C=CC=CC=1.C(OOCC(CC)CCCC)(=O)OC(CC)(C)C. (8) Given the product [CH3:1][O:2][C:3]1[CH:4]=[C:5]([CH:31]=[CH:32][C:33]=1[O:34][CH3:35])[CH2:6][CH:7]1[C:16]2[C:11](=[C:12]([O:18][CH3:19])[CH:13]=[CH:14][C:15]=2[O:17][CH:36]2[CH2:41][CH2:40][CH2:39][CH2:38][CH2:37]2)[CH2:10][CH2:9][N:8]1[CH2:20][C:21]([NH:23][CH2:24][C:25]1[CH:30]=[CH:29][CH:28]=[CH:27][N:26]=1)=[O:22], predict the reactants needed to synthesize it. The reactants are: [CH3:1][O:2][C:3]1[CH:4]=[C:5]([CH:31]=[CH:32][C:33]=1[O:34][CH3:35])[CH2:6][CH:7]1[C:16]2[C:11](=[C:12]([O:18][CH3:19])[CH:13]=[CH:14][C:15]=2[OH:17])[CH2:10][CH2:9][N:8]1[CH2:20][C:21]([NH:23][CH2:24][C:25]1[CH:30]=[CH:29][CH:28]=[CH:27][N:26]=1)=[O:22].[CH:36]1(Br)[CH2:41][CH2:40][CH2:39][CH2:38][CH2:37]1.